Dataset: Forward reaction prediction with 1.9M reactions from USPTO patents (1976-2016). Task: Predict the product of the given reaction. (1) Given the reactants [Li+].[OH-].C[O:4][C:5](=[O:26])[C:6]1[CH:11]=[CH:10][CH:9]=[C:8]([O:12][CH2:13][C:14]([C:16]23[CH2:25][CH:20]4[CH2:21][CH:22]([CH2:24][CH:18]([CH2:19]4)[CH2:17]2)[CH2:23]3)=[O:15])[CH:7]=1, predict the reaction product. The product is: [C:16]12([C:14](=[O:15])[CH2:13][O:12][C:8]3[CH:7]=[C:6]([CH:11]=[CH:10][CH:9]=3)[C:5]([OH:26])=[O:4])[CH2:23][CH:22]3[CH2:21][CH:20]([CH2:19][CH:18]([CH2:24]3)[CH2:17]1)[CH2:25]2. (2) Given the reactants [Br:1][C:2]1[CH:10]=[CH:9][C:5]([C:6]([OH:8])=[O:7])=[C:4]([Cl:11])[CH:3]=1.O=S(Cl)Cl.[CH3:16]O, predict the reaction product. The product is: [Br:1][C:2]1[CH:10]=[CH:9][C:5]([C:6]([O:8][CH3:16])=[O:7])=[C:4]([Cl:11])[CH:3]=1. (3) The product is: [CH2:19]([O:21][C:22]1[CH:27]=[CH:26][C:25]([C:28]2[CH:29]=[C:30]([NH:33][CH:8]=[C:9]3[C:17]4[C:12](=[CH:13][CH:14]=[CH:15][CH:16]=4)[NH:11][C:10]3=[O:18])[NH:31][N:32]=2)=[CH:24][CH:23]=1)[CH3:20]. Given the reactants NC1C=CNN=1.O/[CH:8]=[C:9]1\[C:10](=[O:18])[NH:11][C:12]2[C:17]\1=[CH:16][CH:15]=[CH:14][CH:13]=2.[CH2:19]([O:21][C:22]1[CH:27]=[CH:26][C:25]([C:28]2[CH:29]=[C:30]([NH2:33])[NH:31][N:32]=2)=[CH:24][CH:23]=1)[CH3:20], predict the reaction product. (4) Given the reactants [CH:1]1[CH2:8][CH2:7][CH:6]=[CH:5][CH2:4][CH2:3][CH:2]=1.[BrH:9].O, predict the reaction product. The product is: [Br:9][CH:1]1[CH2:8][CH2:7][CH2:6][CH:5]=[CH:4][CH2:3][CH2:2]1.